This data is from Catalyst prediction with 721,799 reactions and 888 catalyst types from USPTO. The task is: Predict which catalyst facilitates the given reaction. (1) Reactant: [F-].C([N+](CCCC)(CCCC)CCCC)CCC.[Si]([O:26][C@@H:27]([CH2:41][CH2:42][C:43]1[CH:48]=[CH:47][CH:46]=[CH:45][CH:44]=1)[C@H:28]([N:30]1[CH:38]=[N:37][C:36]2[C:31]1=[N:32][CH:33]=[N:34][C:35]=2[O:39][CH3:40])[CH3:29])(C(C)(C)C)(C)C.ClCCl.CO. Product: [CH3:40][O:39][C:35]1[N:34]=[CH:33][N:32]=[C:31]2[C:36]=1[N:37]=[CH:38][N:30]2[C@H:28]([CH3:29])[C@@H:27]([OH:26])[CH2:41][CH2:42][C:43]1[CH:48]=[CH:47][CH:46]=[CH:45][CH:44]=1. The catalyst class is: 7. (2) Reactant: [CH3:1][O:2][C:3]1[C:16]2[C:17]3=[C:18]4[C:13](=[CH:14][CH:15]=2)[CH:12]=[CH:11][CH:10]=[C:9]4[CH:8]=[CH:7][C:6]3=[CH:5][CH:4]=1.[CH:19]1[C:28]2[C:23](=[CH:24][CH:25]=[CH:26][CH:27]=2)[CH:22]=[CH:21][C:20]=1[C:29](Cl)=[O:30].ClCCCl.[Cl-].[Al+3].[Cl-].[Cl-]. Product: [CH:19]1[C:28]2[C:23](=[CH:24][CH:25]=[CH:26][CH:27]=2)[CH:22]=[CH:21][C:20]=1[C:29]([C:4]1[CH:5]=[C:6]2[C:17]3=[C:18]4[C:13]([CH:12]=[CH:11][CH:10]=[C:9]4[CH:8]=[CH:7]2)=[CH:14][CH:15]=[C:16]3[C:3]=1[O:2][CH3:1])=[O:30]. The catalyst class is: 5.